From a dataset of Full USPTO retrosynthesis dataset with 1.9M reactions from patents (1976-2016). Predict the reactants needed to synthesize the given product. (1) Given the product [Cl:1][C:2]1[C:6]([O:15][CH2:14][C:11]2[CH:12]=[CH:13][N:8]=[CH:9][CH:10]=2)=[N:5][S:4][N:3]=1, predict the reactants needed to synthesize it. The reactants are: [Cl:1][C:2]1[C:6](Cl)=[N:5][S:4][N:3]=1.[N:8]1[CH:13]=[CH:12][C:11]([CH2:14][OH:15])=[CH:10][CH:9]=1.CC(C)([O-])C.[K+]. (2) Given the product [CH2:1]([O:3][C:4]([C@H:6]1[CH2:10][C:9](=[CH2:11])[CH2:8][C@@H:7]1[C:12](=[O:14])[NH:23][C:24]1[CH:29]=[CH:28][C:27]([N:30]2[CH:35]=[CH:34][CH:33]=[CH:32][C:31]2=[O:36])=[CH:26][C:25]=1[F:37])=[O:5])[CH3:2], predict the reactants needed to synthesize it. The reactants are: [CH2:1]([O:3][C:4]([C@H:6]1[CH2:10][C:9](=[CH2:11])[CH2:8][C@@H:7]1[C:12]([OH:14])=O)=[O:5])[CH3:2].ClC(OCC(C)C)=O.[NH2:23][C:24]1[CH:29]=[CH:28][C:27]([N:30]2[CH:35]=[CH:34][CH:33]=[CH:32][C:31]2=[O:36])=[CH:26][C:25]=1[F:37]. (3) Given the product [O:11]=[C:9]([C:12]1[CH:22]=[CH:21][C:15]2[O:16][CH2:17][C:18](=[O:20])[NH:19][C:14]=2[CH:13]=1)[CH2:10][C:1]([O:5][CH2:6][CH3:7])=[O:8], predict the reactants needed to synthesize it. The reactants are: [C:1](=[O:8])([O:5][CH2:6][CH3:7])OCC.[C:9]([C:12]1[CH:22]=[CH:21][C:15]2[O:16][CH2:17][C:18](=[O:20])[NH:19][C:14]=2[CH:13]=1)(=[O:11])[CH3:10]. (4) Given the product [Cl:1][C:2]1[CH:3]=[C:4]([N:17]([C:28]2[CH:33]=[CH:32][C:31]([F:34])=[CH:30][C:29]=2[CH3:35])[C:18]([O:20][CH:21]([O:23][C:24](=[O:27])[CH2:25][CH2:26][O:39][CH3:37])[CH3:22])=[O:19])[CH:5]=[CH:6][C:7]=1[C:8](=[O:16])[C:9]1[CH:14]=[CH:13][CH:12]=[CH:11][C:10]=1[CH3:15], predict the reactants needed to synthesize it. The reactants are: [Cl:1][C:2]1[CH:3]=[C:4]([N:17]([C:28]2[CH:33]=[CH:32][C:31]([F:34])=[CH:30][C:29]=2[CH3:35])[C:18]([O:20][CH:21]([O:23][C:24](=[O:27])[CH2:25][CH3:26])[CH3:22])=[O:19])[CH:5]=[CH:6][C:7]=1[C:8](=[O:16])[C:9]1[CH:14]=[CH:13][CH:12]=[CH:11][C:10]=1[CH3:15].Cl[CH:37]([O:39]C(=O)N(C1C=CC(C(=O)C2C=CC=CC=2C)=C(Cl)C=1)C1C=CC(F)=CC=1C)C.COCCC([O-])=O.C([N+](CCCC)(CCCC)CCCC)CCC.